This data is from Forward reaction prediction with 1.9M reactions from USPTO patents (1976-2016). The task is: Predict the product of the given reaction. (1) Given the reactants Br[C:2]1[N:10]=[CH:9][N:8]=[C:7]2[C:3]=1[N:4]=[CH:5][NH:6]2.[Si:11]([O:18][CH:19]1[CH2:24][CH2:23][N:22]([C:25]2[C:26]([CH:36]([NH2:38])[CH3:37])=[CH:27][C:28]([Cl:35])=[C:29]3[C:34]=2[N:33]=[CH:32][CH:31]=[CH:30]3)[CH2:21][CH2:20]1)([C:14]([CH3:17])([CH3:16])[CH3:15])([CH3:13])[CH3:12].C(N(CC)C(C)C)(C)C, predict the reaction product. The product is: [Si:11]([O:18][CH:19]1[CH2:20][CH2:21][N:22]([C:25]2[C:26]([CH:36]([NH:38][C:2]3[N:10]=[CH:9][N:8]=[C:7]4[C:3]=3[N:4]=[CH:5][NH:6]4)[CH3:37])=[CH:27][C:28]([Cl:35])=[C:29]3[C:34]=2[N:33]=[CH:32][CH:31]=[CH:30]3)[CH2:23][CH2:24]1)([C:14]([CH3:17])([CH3:15])[CH3:16])([CH3:13])[CH3:12]. (2) Given the reactants CN(C(O[N:9]1N=N[C:11]2[CH:12]=[CH:13][CH:14]=[N:15][C:10]1=2)=[N+](C)C)C.F[P-](F)(F)(F)(F)F.[F:25][C:26]1[CH:27]=[C:28]([C:33]2[CH:41]=[CH:40][C:36]([C:37]([OH:39])=O)=[CH:35][N:34]=2)[CH:29]=[C:30]([F:32])[CH:31]=1.[CH3:42][NH2:43], predict the reaction product. The product is: [F:32][C:30]1[CH:29]=[C:28]([C:33]2[CH:41]=[CH:40][C:36]([C:37]([NH:43][CH2:42][CH:11]3[CH2:12][CH2:13][CH2:14][N:9]([C:10]4[CH:11]=[CH:12][CH:13]=[CH:14][N:15]=4)[CH2:10]3)=[O:39])=[CH:35][N:34]=2)[CH:27]=[C:26]([F:25])[CH:31]=1.